The task is: Predict the product of the given reaction.. This data is from Forward reaction prediction with 1.9M reactions from USPTO patents (1976-2016). (1) Given the reactants Br[C:2]1[CH:7]=[C:6]([C:8]2[CH:13]=[CH:12][CH:11]=[CH:10][CH:9]=2)[CH:5]=[CH:4][N:3]=1.[C:14]([O:18][C:19]([N:21]1[CH2:26][CH2:25][NH:24][CH2:23][CH2:22]1)=[O:20])([CH3:17])([CH3:16])[CH3:15], predict the reaction product. The product is: [C:8]1([C:6]2[CH:5]=[CH:4][N:3]=[C:2]([N:24]3[CH2:23][CH2:22][N:21]([C:19]([O:18][C:14]([CH3:17])([CH3:16])[CH3:15])=[O:20])[CH2:26][CH2:25]3)[CH:7]=2)[CH:13]=[CH:12][CH:11]=[CH:10][CH:9]=1. (2) Given the reactants [N:1]1[NH:2][C:3](=O)[CH:4]=[C:5]2[CH2:11][CH2:10][CH2:9][C:8]3[CH:12]=[CH:13][CH:14]=[CH:15][C:7]=3[C:6]=12.O(Cl)[Cl:18].[P+3], predict the reaction product. The product is: [Cl:18][C:3]1[N:2]=[N:1][C:6]2[C:7]3[CH:15]=[CH:14][CH:13]=[CH:12][C:8]=3[CH2:9][CH2:10][CH2:11][C:5]=2[CH:4]=1. (3) Given the reactants [F:1][C:2]([CH:14]1[CH2:19][CH2:18][NH:17][CH2:16][CH2:15]1)([S:4]([C:7]1[CH:12]=[CH:11][CH:10]=[C:9]([F:13])[CH:8]=1)(=[O:6])=[O:5])[CH3:3].CCN(C(C)C)C(C)C.Cl[C:30](Cl)([O:32]C(=O)OC(Cl)(Cl)Cl)Cl.[O:41]1[C:45]([NH2:46])=[CH:44][CH:43]=[N:42]1, predict the reaction product. The product is: [F:1][C:2]([CH:14]1[CH2:19][CH2:18][N:17]([C:30]([NH:46][C:45]2[O:41][N:42]=[CH:43][CH:44]=2)=[O:32])[CH2:16][CH2:15]1)([S:4]([C:7]1[CH:12]=[CH:11][CH:10]=[C:9]([F:13])[CH:8]=1)(=[O:6])=[O:5])[CH3:3]. (4) Given the reactants [CH3:1][N:2]([CH3:39])[C:3]([C:5]1[CH:10]=[C:9]([C:11]2[CH:12]=[C:13]3[C:19]([C:20]4[CH:25]=[CH:24][CH:23]=[CH:22][C:21]=4[O:26][CH3:27])=[CH:18][N:17](S(C4C=CC(C)=CC=4)(=O)=O)[C:14]3=[N:15][CH:16]=2)[N:8]=[N:7][C:6]=1[NH2:38])=[O:4].CN(C)C=O.[OH-].[K+], predict the reaction product. The product is: [CH3:39][N:2]([CH3:1])[C:3]([C:5]1[CH:10]=[C:9]([C:11]2[CH:12]=[C:13]3[C:19]([C:20]4[CH:25]=[CH:24][CH:23]=[CH:22][C:21]=4[O:26][CH3:27])=[CH:18][NH:17][C:14]3=[N:15][CH:16]=2)[N:8]=[N:7][C:6]=1[NH2:38])=[O:4]. (5) Given the reactants [NH2:1][CH2:2][CH2:3][C:4]1[CH:5]=[C:6]([NH:10][C:11]([NH:13][CH2:14][C:15]2[CH:20]=[CH:19][C:18](F)=[CH:17][CH:16]=2)=[O:12])[CH:7]=[CH:8][CH:9]=1.[C:22](#N)C.C(O[CH:29]([CH3:31])[CH3:30])(C)C, predict the reaction product. The product is: [C:15]12([CH2:14][NH:13][C:11]([NH:10][C:6]3[CH:7]=[CH:8][CH:9]=[C:4]([CH2:3][CH2:2][NH2:1])[CH:5]=3)=[O:12])[CH2:20][CH:19]3[CH2:30][CH:29]([CH2:31][CH:17]([CH2:18]3)[CH2:16]1)[CH2:22]2. (6) Given the reactants [F:1][C:2]([F:7])([F:6])[C:3]([OH:5])=[O:4].[F:8][C:9]([F:14])([F:13])[C:10]([OH:12])=[O:11].FC(F)(F)C(O)=O.[Cl:22][C:23]1[CH:24]=[N:25][C:26]2[NH:27][C:28]3[CH:29]=[N:30][CH:31]=[C:32]([CH:54]=3)[CH2:33][CH2:34][C:35]3[CH:43]=[C:39]([NH:40][C:41]=1[N:42]=2)[CH:38]=[CH:37][C:36]=3[NH:44][C:45](=[O:53])[CH2:46][CH:47]1[CH2:52][CH2:51][NH:50][CH2:49][CH2:48]1.[F:55][C:56]1[CH:61]=[CH:60][CH:59]=[CH:58][C:57]=1[S:62](Cl)(=[O:64])=[O:63], predict the reaction product. The product is: [F:1][C:2]([F:7])([F:6])[C:3]([OH:5])=[O:4].[F:8][C:9]([F:14])([F:13])[C:10]([OH:12])=[O:11].[Cl:22][C:23]1[CH:24]=[N:25][C:26]2[NH:27][C:28]3[CH:29]=[N:30][CH:31]=[C:32]([CH:54]=3)[CH2:33][CH2:34][C:35]3[CH:43]=[C:39]([NH:40][C:41]=1[N:42]=2)[CH:38]=[CH:37][C:36]=3[NH:44][C:45](=[O:53])[CH2:46][CH:47]1[CH2:52][CH2:51][N:50]([S:62]([C:57]2[CH:58]=[CH:59][CH:60]=[CH:61][C:56]=2[F:55])(=[O:64])=[O:63])[CH2:49][CH2:48]1. (7) Given the reactants [CH2:1]([O:4][CH2:5][C:6]1([CH3:19])[CH2:11][CH2:10][N:9](C(OC(C)(C)C)=O)[CH2:8][CH2:7]1)[CH:2]=[CH2:3].Cl.CCOCC, predict the reaction product. The product is: [CH2:1]([O:4][CH2:5][C:6]1([CH3:19])[CH2:7][CH2:8][NH:9][CH2:10][CH2:11]1)[CH:2]=[CH2:3].